The task is: Regression. Given two drug SMILES strings and cell line genomic features, predict the synergy score measuring deviation from expected non-interaction effect.. This data is from NCI-60 drug combinations with 297,098 pairs across 59 cell lines. (1) Drug 1: CC=C1C(=O)NC(C(=O)OC2CC(=O)NC(C(=O)NC(CSSCCC=C2)C(=O)N1)C(C)C)C(C)C. Drug 2: C(CCl)NC(=O)N(CCCl)N=O. Cell line: HOP-62. Synergy scores: CSS=46.0, Synergy_ZIP=6.17, Synergy_Bliss=5.16, Synergy_Loewe=-39.7, Synergy_HSA=4.53. (2) Drug 1: C1=NC2=C(N=C(N=C2N1C3C(C(C(O3)CO)O)F)Cl)N. Drug 2: CCC1(C2=C(COC1=O)C(=O)N3CC4=CC5=C(C=CC(=C5CN(C)C)O)N=C4C3=C2)O.Cl. Cell line: ACHN. Synergy scores: CSS=19.4, Synergy_ZIP=3.26, Synergy_Bliss=10.4, Synergy_Loewe=-9.53, Synergy_HSA=7.36. (3) Drug 1: CCN(CC)CCNC(=O)C1=C(NC(=C1C)C=C2C3=C(C=CC(=C3)F)NC2=O)C. Drug 2: C(CCl)NC(=O)N(CCCl)N=O. Cell line: HCT-15. Synergy scores: CSS=-0.271, Synergy_ZIP=-4.05, Synergy_Bliss=-11.1, Synergy_Loewe=-16.7, Synergy_HSA=-11.0. (4) Drug 1: CN1CCC(CC1)COC2=C(C=C3C(=C2)N=CN=C3NC4=C(C=C(C=C4)Br)F)OC. Drug 2: CC1C(C(CC(O1)OC2CC(CC3=C2C(=C4C(=C3O)C(=O)C5=C(C4=O)C(=CC=C5)OC)O)(C(=O)CO)O)N)O.Cl. Cell line: MALME-3M. Synergy scores: CSS=53.0, Synergy_ZIP=-0.379, Synergy_Bliss=1.35, Synergy_Loewe=-18.1, Synergy_HSA=1.65. (5) Drug 1: CC(C1=C(C=CC(=C1Cl)F)Cl)OC2=C(N=CC(=C2)C3=CN(N=C3)C4CCNCC4)N. Drug 2: C1=CC(=CC=C1CC(C(=O)O)N)N(CCCl)CCCl.Cl. Cell line: SW-620. Synergy scores: CSS=21.4, Synergy_ZIP=-4.54, Synergy_Bliss=1.12, Synergy_Loewe=-3.58, Synergy_HSA=-0.629. (6) Drug 1: CCN(CC)CCNC(=O)C1=C(NC(=C1C)C=C2C3=C(C=CC(=C3)F)NC2=O)C. Drug 2: C1CN(CCN1C(=O)CCBr)C(=O)CCBr. Cell line: HOP-92. Synergy scores: CSS=22.2, Synergy_ZIP=-6.98, Synergy_Bliss=-1.49, Synergy_Loewe=0.317, Synergy_HSA=0.847. (7) Drug 1: CC1=C(N=C(N=C1N)C(CC(=O)N)NCC(C(=O)N)N)C(=O)NC(C(C2=CN=CN2)OC3C(C(C(C(O3)CO)O)O)OC4C(C(C(C(O4)CO)O)OC(=O)N)O)C(=O)NC(C)C(C(C)C(=O)NC(C(C)O)C(=O)NCCC5=NC(=CS5)C6=NC(=CS6)C(=O)NCCC[S+](C)C)O. Drug 2: C1CN(CCN1C(=O)CCBr)C(=O)CCBr. Cell line: BT-549. Synergy scores: CSS=29.4, Synergy_ZIP=-12.3, Synergy_Bliss=-5.03, Synergy_Loewe=-10.1, Synergy_HSA=1.17. (8) Drug 1: CC1OCC2C(O1)C(C(C(O2)OC3C4COC(=O)C4C(C5=CC6=C(C=C35)OCO6)C7=CC(=C(C(=C7)OC)O)OC)O)O. Drug 2: CC12CCC3C(C1CCC2O)C(CC4=C3C=CC(=C4)O)CCCCCCCCCS(=O)CCCC(C(F)(F)F)(F)F. Cell line: COLO 205. Synergy scores: CSS=54.4, Synergy_ZIP=-0.225, Synergy_Bliss=1.33, Synergy_Loewe=-5.83, Synergy_HSA=0.0296. (9) Drug 1: COC1=CC(=CC(=C1O)OC)C2C3C(COC3=O)C(C4=CC5=C(C=C24)OCO5)OC6C(C(C7C(O6)COC(O7)C8=CC=CS8)O)O. Drug 2: COCCOC1=C(C=C2C(=C1)C(=NC=N2)NC3=CC=CC(=C3)C#C)OCCOC.Cl. Cell line: 786-0. Synergy scores: CSS=21.3, Synergy_ZIP=0.260, Synergy_Bliss=0.576, Synergy_Loewe=-17.0, Synergy_HSA=2.19.